From a dataset of Forward reaction prediction with 1.9M reactions from USPTO patents (1976-2016). Predict the product of the given reaction. (1) Given the reactants [F:1][C:2]1[C:3]([F:12])=[CH:4][C:5]2[O:9][C:8]([CH3:10])=[N:7][C:6]=2[CH:11]=1.[CH2:13]1[CH2:20][O:19][S:16](=[O:18])(=[O:17])[CH2:15][CH2:14]1, predict the reaction product. The product is: [F:1][C:2]1[C:3]([F:12])=[CH:4][C:5]2[O:9][C:8]([CH3:10])=[N+:7]([CH2:20][CH2:13][CH2:14][CH2:15][S:16]([O-:19])(=[O:18])=[O:17])[C:6]=2[CH:11]=1. (2) The product is: [Cl:1][C:2]1[CH:3]=[CH:4][C:5]2[N:11]3[CH:12]=[CH:13][CH:14]=[C:10]3[C@H:9]([CH2:15][C:16]([N:18]3[CH2:19][CH:20]=[C:21]([CH2:24][C:25]([OH:27])=[O:26])[CH2:22][CH2:23]3)=[O:17])[O:8][C@@H:7]([C:30]3[CH:35]=[CH:34][CH:33]=[C:32]([O:36][CH3:37])[C:31]=3[O:38][CH3:39])[C:6]=2[CH:40]=1. Given the reactants [Cl:1][C:2]1[CH:3]=[CH:4][C:5]2[N:11]3[CH:12]=[CH:13][CH:14]=[C:10]3[C@H:9]([CH2:15][C:16]([N:18]3[CH2:23][CH:22]=[C:21]([CH2:24][C:25]([O:27]CC)=[O:26])[CH2:20][CH2:19]3)=[O:17])[O:8][C@@H:7]([C:30]3[CH:35]=[CH:34][CH:33]=[C:32]([O:36][CH3:37])[C:31]=3[O:38][CH3:39])[C:6]=2[CH:40]=1.C(=O)([O-])[O-].[K+].[K+].Cl.C(OCC)(=O)C, predict the reaction product. (3) Given the reactants Br[C:2]1[CH:10]=[CH:9][CH:8]=[C:7]2[C:3]=1[CH2:4][CH2:5][C:6]2=[O:11].[N:12]1[CH:17]=[CH:16][C:15](B(O)O)=[CH:14][CH:13]=1.C([O-])([O-])=O.[K+].[K+], predict the reaction product. The product is: [N:12]1[CH:17]=[CH:16][C:15]([C:2]2[CH:10]=[CH:9][CH:8]=[C:7]3[C:3]=2[CH2:4][CH2:5][C:6]3=[O:11])=[CH:14][CH:13]=1. (4) Given the reactants [CH:1]1([CH:4]([C:18]2[CH:23]=[CH:22][CH:21]=[CH:20][CH:19]=2)[NH:5][C:6]([C:8]2[CH:9]=[C:10]3[C:14](=[CH:15][CH:16]=2)[NH:13][N:12]=[C:11]3I)=[O:7])[CH2:3][CH2:2]1.CC1(C)C(C)(C)OB([C:32]2[CH:47]=[CH:46][C:35]([O:36][CH:37]3[CH2:42][CH2:41][N:40]([CH2:43][CH2:44][OH:45])[CH2:39][CH2:38]3)=[CH:34][CH:33]=2)O1, predict the reaction product. The product is: [CH:1]1([CH:4]([C:18]2[CH:23]=[CH:22][CH:21]=[CH:20][CH:19]=2)[NH:5][C:6]([C:8]2[CH:9]=[C:10]3[C:14](=[CH:15][CH:16]=2)[NH:13][N:12]=[C:11]3[C:32]2[CH:33]=[CH:34][C:35]([O:36][CH:37]3[CH2:38][CH2:39][N:40]([CH2:43][CH2:44][OH:45])[CH2:41][CH2:42]3)=[CH:46][CH:47]=2)=[O:7])[CH2:3][CH2:2]1. (5) Given the reactants C(OC(=O)C)C.[ClH:7].[Cl:8][C:9]1[CH:55]=[CH:54][C:12]2[NH:13][CH2:14][CH2:15][CH2:16][CH:17]([O:18][C:19]([CH:21]([N:41]3[CH2:46][CH2:45][N:44](C(OC(C)(C)C)=O)[CH2:43][CH2:42]3)[C:22](=[O:40])[C:23]3[CH:28]=[CH:27][C:26]([NH:29][C:30](=[O:38])[C:31]4[CH:36]=[CH:35][CH:34]=[CH:33][C:32]=4[CH3:37])=[CH:25][C:24]=3[CH3:39])=[O:20])[C:11]=2[CH:10]=1, predict the reaction product. The product is: [ClH:8].[ClH:7].[Cl:8][C:9]1[CH:55]=[CH:54][C:12]2[NH:13][CH2:14][CH2:15][CH2:16][CH:17]([O:18][C:19]([CH:21]([N:41]3[CH2:42][CH2:43][NH:44][CH2:45][CH2:46]3)[C:22](=[O:40])[C:23]3[CH:28]=[CH:27][C:26]([NH:29][C:30](=[O:38])[C:31]4[CH:36]=[CH:35][CH:34]=[CH:33][C:32]=4[CH3:37])=[CH:25][C:24]=3[CH3:39])=[O:20])[C:11]=2[CH:10]=1. (6) Given the reactants C[O:2][C:3](=[O:15])[C:4]1[CH:9]=[CH:8][CH:7]=[C:6]([C:10]([C:13]#[N:14])([CH3:12])[CH3:11])[CH:5]=1.[OH-].[Li+], predict the reaction product. The product is: [C:13]([C:10]([C:6]1[CH:5]=[C:4]([CH:9]=[CH:8][CH:7]=1)[C:3]([OH:15])=[O:2])([CH3:12])[CH3:11])#[N:14]. (7) Given the reactants [Cl:1][C:2]1[CH:7]=[CH:6][C:5]([C:8]2[N:12]=[C:11]([NH2:13])[NH:10][N:9]=2)=[CH:4][CH:3]=1.CC1C=CC(S(O)(=O)=O)=CC=1.[O:25]1[C:29]2[CH:30]=[CH:31][C:32]([C:34](=O)[CH2:35][C:36](OCC)=[O:37])=[CH:33][C:28]=2[O:27][CH2:26]1, predict the reaction product. The product is: [O:25]1[C:29]2[CH:30]=[CH:31][C:32]([C:34]3[NH:13][C:11]4[N:10]([N:9]=[C:8]([C:5]5[CH:4]=[CH:3][C:2]([Cl:1])=[CH:7][CH:6]=5)[N:12]=4)[C:36](=[O:37])[CH:35]=3)=[CH:33][C:28]=2[O:27][CH2:26]1.